From a dataset of NCI-60 drug combinations with 297,098 pairs across 59 cell lines. Regression. Given two drug SMILES strings and cell line genomic features, predict the synergy score measuring deviation from expected non-interaction effect. (1) Drug 2: CC12CCC3C(C1CCC2O)C(CC4=C3C=CC(=C4)O)CCCCCCCCCS(=O)CCCC(C(F)(F)F)(F)F. Cell line: NCI-H226. Synergy scores: CSS=3.10, Synergy_ZIP=-0.638, Synergy_Bliss=-0.0392, Synergy_Loewe=-0.187, Synergy_HSA=-0.263. Drug 1: CC1=C(C=C(C=C1)NC(=O)C2=CC=C(C=C2)CN3CCN(CC3)C)NC4=NC=CC(=N4)C5=CN=CC=C5. (2) Drug 1: CCCS(=O)(=O)NC1=C(C(=C(C=C1)F)C(=O)C2=CNC3=C2C=C(C=N3)C4=CC=C(C=C4)Cl)F. Drug 2: CC1CCC2CC(C(=CC=CC=CC(CC(C(=O)C(C(C(=CC(C(=O)CC(OC(=O)C3CCCCN3C(=O)C(=O)C1(O2)O)C(C)CC4CCC(C(C4)OC)O)C)C)O)OC)C)C)C)OC. Cell line: HS 578T. Synergy scores: CSS=42.5, Synergy_ZIP=16.9, Synergy_Bliss=18.3, Synergy_Loewe=2.66, Synergy_HSA=13.4.